From a dataset of NCI-60 drug combinations with 297,098 pairs across 59 cell lines. Regression. Given two drug SMILES strings and cell line genomic features, predict the synergy score measuring deviation from expected non-interaction effect. (1) Drug 2: CN1C2=C(C=C(C=C2)N(CCCl)CCCl)N=C1CCCC(=O)O.Cl. Synergy scores: CSS=3.48, Synergy_ZIP=-1.17, Synergy_Bliss=-1.86, Synergy_Loewe=1.24, Synergy_HSA=-3.32. Drug 1: CC1=C(C(CCC1)(C)C)C=CC(=CC=CC(=CC(=O)O)C)C. Cell line: MDA-MB-435. (2) Cell line: NCIH23. Synergy scores: CSS=56.1, Synergy_ZIP=-0.984, Synergy_Bliss=-4.22, Synergy_Loewe=-14.3, Synergy_HSA=-3.97. Drug 1: CC1=C(C(CCC1)(C)C)C=CC(=CC=CC(=CC(=O)O)C)C. Drug 2: N.N.Cl[Pt+2]Cl. (3) Drug 1: CC(C1=C(C=CC(=C1Cl)F)Cl)OC2=C(N=CC(=C2)C3=CN(N=C3)C4CCNCC4)N. Drug 2: B(C(CC(C)C)NC(=O)C(CC1=CC=CC=C1)NC(=O)C2=NC=CN=C2)(O)O. Cell line: K-562. Synergy scores: CSS=40.9, Synergy_ZIP=4.80, Synergy_Bliss=5.35, Synergy_Loewe=5.81, Synergy_HSA=4.87. (4) Synergy scores: CSS=63.3, Synergy_ZIP=4.40, Synergy_Bliss=4.55, Synergy_Loewe=1.06, Synergy_HSA=7.79. Drug 2: CC1C(C(CC(O1)OC2CC(CC3=C2C(=C4C(=C3O)C(=O)C5=C(C4=O)C(=CC=C5)OC)O)(C(=O)CO)O)N)O.Cl. Cell line: CAKI-1. Drug 1: CC1=C(C(=CC=C1)Cl)NC(=O)C2=CN=C(S2)NC3=CC(=NC(=N3)C)N4CCN(CC4)CCO. (5) Drug 1: CC1=C2C(C(=O)C3(C(CC4C(C3C(C(C2(C)C)(CC1OC(=O)C(C(C5=CC=CC=C5)NC(=O)OC(C)(C)C)O)O)OC(=O)C6=CC=CC=C6)(CO4)OC(=O)C)OC)C)OC. Drug 2: C1=CC(=CC=C1C#N)C(C2=CC=C(C=C2)C#N)N3C=NC=N3. Cell line: A498. Synergy scores: CSS=36.3, Synergy_ZIP=4.59, Synergy_Bliss=4.47, Synergy_Loewe=-13.8, Synergy_HSA=4.07. (6) Drug 1: CC=C1C(=O)NC(C(=O)OC2CC(=O)NC(C(=O)NC(CSSCCC=C2)C(=O)N1)C(C)C)C(C)C. Drug 2: CC1=C(C(=O)C2=C(C1=O)N3CC4C(C3(C2COC(=O)N)OC)N4)N. Cell line: SK-MEL-5. Synergy scores: CSS=76.2, Synergy_ZIP=2.93, Synergy_Bliss=2.41, Synergy_Loewe=4.79, Synergy_HSA=8.23. (7) Drug 1: CC1=C2C(C(=O)C3(C(CC4C(C3C(C(C2(C)C)(CC1OC(=O)C(C(C5=CC=CC=C5)NC(=O)OC(C)(C)C)O)O)OC(=O)C6=CC=CC=C6)(CO4)OC(=O)C)O)C)O. Drug 2: B(C(CC(C)C)NC(=O)C(CC1=CC=CC=C1)NC(=O)C2=NC=CN=C2)(O)O. Cell line: SK-MEL-28. Synergy scores: CSS=20.1, Synergy_ZIP=-2.86, Synergy_Bliss=-4.14, Synergy_Loewe=-15.5, Synergy_HSA=-3.50. (8) Drug 1: CC1=C(N=C(N=C1N)C(CC(=O)N)NCC(C(=O)N)N)C(=O)NC(C(C2=CN=CN2)OC3C(C(C(C(O3)CO)O)O)OC4C(C(C(C(O4)CO)O)OC(=O)N)O)C(=O)NC(C)C(C(C)C(=O)NC(C(C)O)C(=O)NCCC5=NC(=CS5)C6=NC(=CS6)C(=O)NCCC[S+](C)C)O. Drug 2: CN1C2=C(C=C(C=C2)N(CCCl)CCCl)N=C1CCCC(=O)O.Cl. Cell line: RPMI-8226. Synergy scores: CSS=8.36, Synergy_ZIP=-2.68, Synergy_Bliss=-3.76, Synergy_Loewe=0.296, Synergy_HSA=-2.23. (9) Drug 1: CC1CCC2CC(C(=CC=CC=CC(CC(C(=O)C(C(C(=CC(C(=O)CC(OC(=O)C3CCCCN3C(=O)C(=O)C1(O2)O)C(C)CC4CCC(C(C4)OC)O)C)C)O)OC)C)C)C)OC. Drug 2: CC(C)CN1C=NC2=C1C3=CC=CC=C3N=C2N. Cell line: SF-295. Synergy scores: CSS=22.9, Synergy_ZIP=1.99, Synergy_Bliss=5.09, Synergy_Loewe=-9.65, Synergy_HSA=2.13. (10) Drug 1: C1=CC(=CC=C1CC(C(=O)O)N)N(CCCl)CCCl.Cl. Drug 2: C1CNP(=O)(OC1)N(CCCl)CCCl. Cell line: SK-MEL-5. Synergy scores: CSS=0.253, Synergy_ZIP=-2.61, Synergy_Bliss=-1.85, Synergy_Loewe=-10.4, Synergy_HSA=-6.48.